This data is from Full USPTO retrosynthesis dataset with 1.9M reactions from patents (1976-2016). The task is: Predict the reactants needed to synthesize the given product. Given the product [Br:13][C:14]1[CH:15]=[CH:16][C:17]([CH2:20][CH2:21][C:22]([NH:3][CH2:4][C@H:5]([OH:6])[C:7]2[CH:8]=[N:9][CH:10]=[CH:11][CH:12]=2)=[O:23])=[CH:18][CH:19]=1, predict the reactants needed to synthesize it. The reactants are: Cl.Cl.[NH2:3][CH2:4][C@@H:5]([C:7]1[CH:8]=[N:9][CH:10]=[CH:11][CH:12]=1)[OH:6].[Br:13][C:14]1[CH:19]=[CH:18][C:17]([CH2:20][CH2:21][C:22](O)=[O:23])=[CH:16][CH:15]=1.Cl.CN(C)CCCN=C=NCC.O.ON1C2C=CC=CC=2N=N1.[OH-].[Na+].